Dataset: Catalyst prediction with 721,799 reactions and 888 catalyst types from USPTO. Task: Predict which catalyst facilitates the given reaction. (1) Reactant: [Cl:1][C:2]1[C:3]2[C:10]([I:11])=[CH:9][NH:8][C:4]=2[N:5]=[CH:6][N:7]=1.[O:12]1[C:16]2([CH2:21][CH2:20][CH:19](O)[CH2:18][CH2:17]2)[O:15][CH2:14][CH2:13]1.C1C=CC(P(C2C=CC=CC=2)C2C=CC=CC=2)=CC=1.CC(OC(/N=N/C(OC(C)C)=O)=O)C. Product: [Cl:1][C:2]1[C:3]2[C:10]([I:11])=[CH:9][N:8]([CH:19]3[CH2:20][CH2:21][C:16]4([O:15][CH2:14][CH2:13][O:12]4)[CH2:17][CH2:18]3)[C:4]=2[N:5]=[CH:6][N:7]=1. The catalyst class is: 1. (2) Reactant: N(C(C)C)C(C)C.[Li]CCCC.CCCCCC.[Cl:19][C:20]1[CH:25]=[C:24]([Cl:26])[CH:23]=[CH:22][C:21]=1[CH2:27][C:28]([O:30][CH3:31])=[O:29].I[CH2:33][CH2:34][CH2:35][C:36]([O:38][CH2:39][CH3:40])=[O:37]. Product: [CH3:31][O:30][C:28](=[O:29])[CH:27]([C:21]1[CH:22]=[CH:23][C:24]([Cl:26])=[CH:25][C:20]=1[Cl:19])[CH2:33][CH2:34][CH2:35][C:36]([O:38][CH2:39][CH3:40])=[O:37]. The catalyst class is: 1. (3) Reactant: [CH:1]1([C:5]2[C:14]([C:15]3[NH:19][CH:18]=[N:17][N:16]=3)=[CH:13][C:8]([C:9]([O:11]C)=[O:10])=[C:7]([CH3:20])[CH:6]=2)[CH2:4][CH2:3][CH2:2]1.CO.O.[OH-].[Li+].OP(O)(O)=O. Product: [CH:1]1([C:5]2[C:14]([C:15]3[NH:19][CH:18]=[N:17][N:16]=3)=[CH:13][C:8]([C:9]([OH:11])=[O:10])=[C:7]([CH3:20])[CH:6]=2)[CH2:2][CH2:3][CH2:4]1. The catalyst class is: 6. (4) Reactant: [N:1]1[CH:6]=[CH:5][N:4]=[CH:3][C:2]=1[NH:7][C:8](=[O:15])OCC(Cl)(Cl)Cl.[C:16]1([C:22]2[N:23]=[C:24]([N:27]3[CH2:32][CH2:31][NH:30][CH2:29][CH2:28]3)[S:25][CH:26]=2)[CH:21]=[CH:20][CH:19]=[CH:18][CH:17]=1.C(N(C(C)C)CC)(C)C.CS(C)=O. Product: [C:16]1([C:22]2[N:23]=[C:24]([N:27]3[CH2:32][CH2:31][N:30]([C:8]([NH:7][C:2]4[CH:3]=[N:4][CH:5]=[CH:6][N:1]=4)=[O:15])[CH2:29][CH2:28]3)[S:25][CH:26]=2)[CH:17]=[CH:18][CH:19]=[CH:20][CH:21]=1. The catalyst class is: 6. (5) Reactant: Cl[C:2]1[N:3]=[C:4]([O:29][CH:30]2[CH2:34][CH2:33][CH2:32][CH2:31]2)[C:5]2[C:10]([C:11]3[CH:20]=[CH:19][C:14]4[N:15]=[C:16]([CH3:18])[O:17][C:13]=4[CH:12]=3)=[CH:9][N:8]([CH2:21][O:22][CH2:23][CH2:24][Si:25]([CH3:28])([CH3:27])[CH3:26])[C:6]=2[N:7]=1.[NH2:35][C:36]1[CH:47]=[CH:46][C:39]([C:40]([NH:42][CH2:43][CH2:44][OH:45])=[O:41])=[CH:38][C:37]=1[O:48][CH3:49].C(=O)([O-])[O-].[Cs+].[Cs+].C1(P(C2C=CC=CC=2)C2C=CC3C(=CC=CC=3)C=2C2C3C(=CC=CC=3)C=CC=2P(C2C=CC=CC=2)C2C=CC=CC=2)C=CC=CC=1. Product: [CH:30]1([O:29][C:4]2[C:5]3[C:10]([C:11]4[CH:20]=[CH:19][C:14]5[N:15]=[C:16]([CH3:18])[O:17][C:13]=5[CH:12]=4)=[CH:9][N:8]([CH2:21][O:22][CH2:23][CH2:24][Si:25]([CH3:28])([CH3:27])[CH3:26])[C:6]=3[N:7]=[C:2]([NH:35][C:36]3[CH:47]=[CH:46][C:39]([C:40]([NH:42][CH2:43][CH2:44][OH:45])=[O:41])=[CH:38][C:37]=3[O:48][CH3:49])[N:3]=2)[CH2:34][CH2:33][CH2:32][CH2:31]1. The catalyst class is: 160.